Dataset: Forward reaction prediction with 1.9M reactions from USPTO patents (1976-2016). Task: Predict the product of the given reaction. (1) Given the reactants [Br:1][C:2]1[C:3](=[O:19])[NH:4][C:5]([CH3:18])=[CH:6][C:7]=1[O:8][CH2:9][C:10]1[CH:15]=[CH:14][C:13]([F:16])=[CH:12][C:11]=1[F:17].Br[CH2:21][C:22]1[CH:27]=[CH:26][N:25]=[C:24]([S:28][CH3:29])[N:23]=1.[H-].[Na+], predict the reaction product. The product is: [Br:1][C:2]1[C:3](=[O:19])[N:4]([CH2:21][C:22]2[CH:27]=[CH:26][N:25]=[C:24]([S:28][CH3:29])[N:23]=2)[C:5]([CH3:18])=[CH:6][C:7]=1[O:8][CH2:9][C:10]1[CH:15]=[CH:14][C:13]([F:16])=[CH:12][C:11]=1[F:17]. (2) The product is: [CH3:7][N:8]([C:14]1[CH:19]=[CH:18][CH:17]=[CH:16][C:15]=1[N+:20]([O-:22])=[O:21])[S:9]([CH3:12])(=[O:11])=[O:10]. Given the reactants C(=O)([O-])[O-].[Cs+].[Cs+].[CH3:7][NH:8][S:9]([CH3:12])(=[O:11])=[O:10].F[C:14]1[CH:19]=[CH:18][CH:17]=[CH:16][C:15]=1[N+:20]([O-:22])=[O:21], predict the reaction product. (3) Given the reactants [F:1][C:2]1[CH:7]=[C:6]([F:8])[CH:5]=[C:4]([F:9])[C:3]=1[C:10]#[CH:11].[N+:12]([C:15]1[CH:22]=[CH:21][C:18]([CH2:19][SH:20])=[CH:17][CH:16]=1)([O-:14])=[O:13].[Na], predict the reaction product. The product is: [F:1][C:2]1[CH:7]=[C:6]([F:8])[CH:5]=[C:4]([F:9])[C:3]=1/[CH:10]=[CH:11]\[CH:19]([S:20][CH:19](/[CH:11]=[CH:10]\[C:3]1[C:2]([F:1])=[CH:7][C:6]([F:8])=[CH:5][C:4]=1[F:9])[C:18]1[CH:21]=[CH:22][C:15]([N+:12]([O-:14])=[O:13])=[CH:16][CH:17]=1)[C:18]1[CH:21]=[CH:22][C:15]([N+:12]([O-:14])=[O:13])=[CH:16][CH:17]=1. (4) Given the reactants [CH3:1][N:2]1[CH2:7][CH2:6][CH:5]([C:8]([OH:10])=O)[CH2:4][CH2:3]1.N1(OC(N(C)C)=[N+](C)C)C2C=CC=CC=2N=N1.F[B-](F)(F)F.C(N(CC)C(C)C)(C)C.[C:42]([C:46]1[CH:47]=[C:48]([NH:74][S:75]([CH3:78])(=[O:77])=[O:76])[C:49]([O:72][CH3:73])=[C:50]([NH:52][C:53]([C:55]2[N:56]([CH3:71])[C:57]3[C:62]([CH:63]=2)=[CH:61][CH:60]=[CH:59][C:58]=3[CH2:64][N:65]2[CH2:70][CH2:69][NH:68][CH2:67][CH2:66]2)=[O:54])[CH:51]=1)([CH3:45])([CH3:44])[CH3:43], predict the reaction product. The product is: [C:42]([C:46]1[CH:47]=[C:48]([NH:74][S:75]([CH3:78])(=[O:77])=[O:76])[C:49]([O:72][CH3:73])=[C:50]([NH:52][C:53]([C:55]2[N:56]([CH3:71])[C:57]3[C:62]([CH:63]=2)=[CH:61][CH:60]=[CH:59][C:58]=3[CH2:64][N:65]2[CH2:66][CH2:67][N:68]([C:8]([CH:5]3[CH2:4][CH2:3][N:2]([CH3:1])[CH2:7][CH2:6]3)=[O:10])[CH2:69][CH2:70]2)=[O:54])[CH:51]=1)([CH3:45])([CH3:43])[CH3:44].